Dataset: Full USPTO retrosynthesis dataset with 1.9M reactions from patents (1976-2016). Task: Predict the reactants needed to synthesize the given product. (1) Given the product [Cl:20][C:21]1[C:29]2[C:24](=[CH:25][CH:26]=[C:27]([NH:30][C:2]3[CH:7]=[CH:6][N:5]=[C:4]4[CH:8]=[C:9]([C:11]([N:13]5[CH2:17][CH2:16][C@H:15]([O:18][CH3:19])[CH2:14]5)=[O:12])[S:10][C:3]=34)[CH:28]=2)[NH:23][C:22]=1[CH3:31], predict the reactants needed to synthesize it. The reactants are: Cl[C:2]1[CH:7]=[CH:6][N:5]=[C:4]2[CH:8]=[C:9]([C:11]([N:13]3[CH2:17][CH2:16][C@H:15]([O:18][CH3:19])[CH2:14]3)=[O:12])[S:10][C:3]=12.[Cl:20][C:21]1[C:29]2[C:24](=[CH:25][CH:26]=[C:27]([NH2:30])[CH:28]=2)[NH:23][C:22]=1[CH3:31]. (2) Given the product [F:1][C:2]([F:14])([F:13])[C:3]1[CH:4]=[CH:5][C:6]([I:12])=[C:7]([CH2:18][C:17]([OH:15])=[O:19])[CH:8]=1, predict the reactants needed to synthesize it. The reactants are: [F:1][C:2]([F:14])([F:13])[C:3]1[CH:4]=[CH:5][C:6]([I:12])=[C:7](CC#N)[CH:8]=1.[OH-:15].[Na+].[CH2:17]([OH:19])[CH3:18]. (3) Given the product [CH:1]1([CH2:4][O:5][C:6]2[N:11]=[C:10]([C:12]([N:25]3[CH2:26][C:22]([F:30])([F:21])[CH2:23][C@H:24]3[C:27]([NH2:29])=[O:28])=[O:14])[CH:9]=[CH:8][C:7]=2[C:15]2([F:19])[CH2:18][CH2:17][CH2:16]2)[CH2:2][CH2:3]1, predict the reactants needed to synthesize it. The reactants are: [CH:1]1([CH2:4][O:5][C:6]2[N:11]=[C:10]([C:12]([OH:14])=O)[CH:9]=[CH:8][C:7]=2[C:15]2([F:19])[CH2:18][CH2:17][CH2:16]2)[CH2:3][CH2:2]1.Cl.[F:21][C:22]1([F:30])[CH2:26][NH:25][C@H:24]([C:27]([NH2:29])=[O:28])[CH2:23]1. (4) Given the product [O:51]1[C:56]2[CH:57]=[CH:58][C:59]([CH:61]([C:63]3[CH:68]=[C:67]([O:69][CH3:70])[CH:66]=[C:65]([O:71][CH3:72])[CH:64]=3)[OH:62])=[CH:60][C:55]=2[O:54][CH2:53]1, predict the reactants needed to synthesize it. The reactants are: BrC1C=C(OC)C=C(OC)C=1.O1C2C=CC(C(C3C=C(OC)C=C(OC)C=3)=CC#N)=CC=2OC1.O1C2C=CC(C=O)=CC=2OC1.C([Li])CCC.[O:51]1[C:56]2[CH:57]=[CH:58][C:59]([CH:61]([C:63]3[CH:68]=[C:67]([O:69][CH3:70])[CH:66]=[C:65]([O:71][CH3:72])[CH:64]=3)[OH:62])=[CH:60][C:55]=2[O:54][CH2:53]C1.